Dataset: Reaction yield outcomes from USPTO patents with 853,638 reactions. Task: Predict the reaction yield, written as a fraction of the theoretical maximum amount of product (1.0 means a 100% yield; for example, 0.34 means a 34% yield). The reactants are [Br:1][C:2]1[CH:7]=[CH:6][C:5]([C:8](=O)[CH:9](OCC)OCC)=[CH:4][C:3]=1[F:17].[OH-].[K+].C(=O)(O)O.[NH2:24][NH:25][C:26]([NH2:28])=[NH:27].Cl.C(=O)(O)[O-].[Na+]. The catalyst is C(O)C.O. The product is [Br:1][C:2]1[CH:7]=[CH:6][C:5]([C:8]2[N:24]=[N:25][C:26]([NH2:28])=[N:27][CH:9]=2)=[CH:4][C:3]=1[F:17]. The yield is 0.534.